From a dataset of Catalyst prediction with 721,799 reactions and 888 catalyst types from USPTO. Predict which catalyst facilitates the given reaction. (1) Reactant: [F:1][C:2]1[CH:3]=[C:4]([C@:9]2([OH:17])[O:14][CH2:13][C@@H:12]([CH3:15])[NH:11][C@H:10]2[CH3:16])[CH:5]=[C:6]([F:8])[CH:7]=1.C(N(CC)CC)C.[NH2:25][S:26]([C:29]1[C:30]([Cl:53])=[CH:31][C:32]([NH:46][CH2:47][C:48]2[O:49][CH:50]=[CH:51][CH:52]=2)=[C:33]([CH:45]=1)[C:34]([O:36][CH2:37][CH2:38][CH2:39][C:40]([O:42][CH2:43]Cl)=[O:41])=[O:35])(=[O:28])=[O:27]. Product: [NH2:25][S:26]([C:29]1[C:30]([Cl:53])=[CH:31][C:32]([NH:46][CH2:47][C:48]2[O:49][CH:50]=[CH:51][CH:52]=2)=[C:33]([CH:45]=1)[C:34]([O:36][CH2:37][CH2:38][CH2:39][C:40]([O:42][CH2:43][N:11]1[C@H:12]([CH3:15])[CH2:13][O:14][C@:9]([C:4]2[CH:3]=[C:2]([F:1])[CH:7]=[C:6]([F:8])[CH:5]=2)([OH:17])[C@@H:10]1[CH3:16])=[O:41])=[O:35])(=[O:27])=[O:28]. The catalyst class is: 10. (2) Reactant: [N:1]1([C:7]2[N:8]=[C:9]([CH2:14][C:15]([O-:17])=O)[NH:10][C:11](=[O:13])[CH:12]=2)[CH2:6][CH2:5][O:4][CH2:3][CH2:2]1.[Na+].Cl.[CH3:20][C:21]1[CH:29]=[CH:28][CH:27]=[C:26]2[C:22]=1[CH2:23][CH2:24][NH:25]2.Cl.CN(C)CCCN=C=NCC. Product: [CH3:20][C:21]1[CH:29]=[CH:28][CH:27]=[C:26]2[C:22]=1[CH2:23][CH2:24][N:25]2[C:15](=[O:17])[CH2:14][C:9]1[NH:10][C:11](=[O:13])[CH:12]=[C:7]([N:1]2[CH2:2][CH2:3][O:4][CH2:5][CH2:6]2)[N:8]=1. The catalyst class is: 672. (3) Reactant: [Cl:1][C:2]1[CH:3]=[C:4]([C:8]2[C:13]3[N:14]([CH2:29][C@H:30]4[CH2:35][CH2:34][C@H:33]([CH3:36])[CH2:32][CH2:31]4)[C:15]([N:17]4[CH2:22][CH2:21][O:20][CH2:19][C@H:18]4[C:23]4[CH:28]=[CH:27][CH:26]=[CH:25][CH:24]=4)=[N:16][C:12]=3[CH:11]=[C:10]([C:37]3[CH:42]=[CH:41][CH:40]=[C:39]([O:43]C)[N:38]=3)[N:9]=2)[CH:5]=[N:6][CH:7]=1.O.C1(C)C=CC(S(O)(=O)=O)=CC=1.[Cl-].[Li+]. Product: [Cl:1][C:2]1[CH:3]=[C:4]([C:8]2[C:13]3[N:14]([CH2:29][C@H:30]4[CH2:31][CH2:32][C@H:33]([CH3:36])[CH2:34][CH2:35]4)[C:15]([N:17]4[CH2:22][CH2:21][O:20][CH2:19][C@H:18]4[C:23]4[CH:24]=[CH:25][CH:26]=[CH:27][CH:28]=4)=[N:16][C:12]=3[CH:11]=[C:10]([C:37]3[NH:38][C:39](=[O:43])[CH:40]=[CH:41][CH:42]=3)[N:9]=2)[CH:5]=[N:6][CH:7]=1. The catalyst class is: 287.